From a dataset of NCI-60 drug combinations with 297,098 pairs across 59 cell lines. Regression. Given two drug SMILES strings and cell line genomic features, predict the synergy score measuring deviation from expected non-interaction effect. (1) Drug 1: CC1=C(C=C(C=C1)NC2=NC=CC(=N2)N(C)C3=CC4=NN(C(=C4C=C3)C)C)S(=O)(=O)N.Cl. Drug 2: C1CCC(C1)C(CC#N)N2C=C(C=N2)C3=C4C=CNC4=NC=N3. Cell line: KM12. Synergy scores: CSS=34.9, Synergy_ZIP=3.75, Synergy_Bliss=5.27, Synergy_Loewe=-11.5, Synergy_HSA=6.31. (2) Drug 1: C1=CC=C(C=C1)NC(=O)CCCCCCC(=O)NO. Drug 2: C1C(C(OC1N2C=NC(=NC2=O)N)CO)O. Cell line: T-47D. Synergy scores: CSS=6.70, Synergy_ZIP=-3.66, Synergy_Bliss=0.371, Synergy_Loewe=-3.77, Synergy_HSA=-3.37.